From a dataset of Full USPTO retrosynthesis dataset with 1.9M reactions from patents (1976-2016). Predict the reactants needed to synthesize the given product. (1) Given the product [Br:13][C:14]1[CH:19]=[CH:18][C:17]([S:20]([NH:1][C:2]2[S:3][CH:4]=[C:5]([CH2:7][C:8]([O:10][CH2:11][CH3:12])=[O:9])[N:6]=2)(=[O:22])=[O:21])=[C:16]([CH3:24])[CH:15]=1, predict the reactants needed to synthesize it. The reactants are: [NH2:1][C:2]1[S:3][CH:4]=[C:5]([CH2:7][C:8]([O:10][CH2:11][CH3:12])=[O:9])[N:6]=1.[Br:13][C:14]1[CH:19]=[CH:18][C:17]([S:20](Cl)(=[O:22])=[O:21])=[C:16]([CH3:24])[CH:15]=1. (2) Given the product [CH3:1][C:2]1([CH3:17])[CH2:7][CH:6]2[CH:5]([O:9][C:20]([CH3:22])([CH3:21])[O:8]2)[CH:4]2[C:10]([CH3:16])([CH3:15])[CH:11]3[CH2:14][C:3]12[CH2:13][CH2:12]3, predict the reactants needed to synthesize it. The reactants are: [CH3:1][C:2]1([CH3:17])[CH2:7][CH:6]([OH:8])[CH:5]([OH:9])[CH:4]2[C:10]([CH3:16])([CH3:15])[CH:11]3[CH2:14][C:3]12[CH2:13][CH2:12]3.CO[C:20](OC)([CH3:22])[CH3:21].C1(C)C=CC(S(O)(=O)=O)=CC=1.C(=O)(O)[O-].[Na+].CCCCCCCCCCCCCC. (3) Given the product [O:29]1[CH2:30][CH2:31][N:26]([C:4]2[C:5]3[S:10][C:9]([C:11]4[CH:16]=[N:15][C:14]([O:17][CH2:18][CH2:19][N:20]5[CH2:25][CH2:24][O:23][CH2:22][CH2:21]5)=[CH:13][CH:12]=4)=[CH:8][C:6]=3[N:7]=[C:2]([C:40]3[CH:41]=[N:42][C:43]([NH2:46])=[N:44][CH:45]=3)[N:3]=2)[CH2:27][CH2:28]1, predict the reactants needed to synthesize it. The reactants are: Cl[C:2]1[N:3]=[C:4]([N:26]2[CH2:31][CH2:30][O:29][CH2:28][CH2:27]2)[C:5]2[S:10][C:9]([C:11]3[CH:12]=[CH:13][C:14]([O:17][CH2:18][CH2:19][N:20]4[CH2:25][CH2:24][O:23][CH2:22][CH2:21]4)=[N:15][CH:16]=3)=[CH:8][C:6]=2[N:7]=1.CC1(C)C(C)(C)OB([C:40]2[CH:41]=[N:42][C:43]([NH2:46])=[N:44][CH:45]=2)O1.C([O-])([O-])=O.[Na+].[Na+].